Dataset: Catalyst prediction with 721,799 reactions and 888 catalyst types from USPTO. Task: Predict which catalyst facilitates the given reaction. (1) Reactant: [OH:1][C@@H:2]([C:4]1[CH:13]=[CH:12][C:7]([C:8]([O:10][CH3:11])=[O:9])=[CH:6][CH:5]=1)[CH3:3].[C:14]1(O)[CH:19]=[CH:18][CH:17]=[CH:16][CH:15]=1.C1(P(C2C=CC=CC=2)C2C=CC=CC=2)C=CC=CC=1.N(/C(OC(C)C)=O)=N\C(OC(C)C)=O. Product: [O:1]([C@H:2]([C:4]1[CH:13]=[CH:12][C:7]([C:8]([O:10][CH3:11])=[O:9])=[CH:6][CH:5]=1)[CH3:3])[C:14]1[CH:19]=[CH:18][CH:17]=[CH:16][CH:15]=1. The catalyst class is: 7. (2) Reactant: [N+:1]([C:4]1[CH:5]=[N:6][NH:7][CH:8]=1)([O-:3])=[O:2].Br[C:10]([CH3:19])([CH3:18])[C:11]([O:13][C:14]([CH3:17])([CH3:16])[CH3:15])=[O:12].O. Product: [CH3:18][C:10]([N:6]1[CH:5]=[C:4]([N+:1]([O-:3])=[O:2])[CH:8]=[N:7]1)([CH3:19])[C:11]([O:13][C:14]([CH3:17])([CH3:16])[CH3:15])=[O:12]. The catalyst class is: 9. (3) Reactant: [CH3:1][N:2]1[CH2:7][CH2:6][C:5]2[O:8][C:9]3[CH:14]=[CH:13][C:12]([S:15]([C:18]4[CH:23]=[CH:22][CH:21]=[CH:20][CH:19]=4)(=[O:17])=[O:16])=[CH:11][C:10]=3[C:4]=2[CH2:3]1.[ClH:24]. Product: [ClH:24].[CH3:1][N:2]1[CH2:7][CH2:6][C:5]2[O:8][C:9]3[CH:14]=[CH:13][C:12]([S:15]([C:18]4[CH:23]=[CH:22][CH:21]=[CH:20][CH:19]=4)(=[O:17])=[O:16])=[CH:11][C:10]=3[C:4]=2[CH2:3]1. The catalyst class is: 5. (4) The catalyst class is: 6. Product: [CH3:1][O:2][C:3](=[O:14])[CH2:4][O:5][C:6]1[CH:11]=[CH:10][C:9]([Cl:12])=[C:8]2[C:7]=1[CH:18]([OH:17])[C:19]([CH2:24][C:25]1[CH:26]=[CH:27][C:28]([F:31])=[CH:29][CH:30]=1)=[C:20]([CH2:21][CH3:22])[NH:13]2. Reactant: [CH3:1][O:2][C:3](=[O:14])[CH2:4][O:5][C:6]1[CH:11]=[CH:10][C:9]([Cl:12])=[C:8]([NH2:13])[CH:7]=1.C([O:17][C:18](=O)[CH:19]([CH2:24][C:25]1[CH:30]=[CH:29][C:28]([F:31])=[CH:27][CH:26]=1)[C:20](=O)[CH2:21][CH3:22])C. (5) Reactant: [Cl:1][C:2]1[CH:3]=[C:4]([CH:7]=[CH:8][CH:9]=1)C=O.O=[C:11]([CH3:17])[CH2:12][C:13]([O:15][CH3:16])=[O:14].N1CCCCC1.[CH3:24][O-:25].[Na+].Cl.[CH3:28][OH:29]. Product: [Cl:1][C:2]1[CH:9]=[C:8]([CH:11]([CH2:17][C:24]([O:29][CH3:28])=[O:25])[CH2:12][C:13]([O:15][CH3:16])=[O:14])[CH:7]=[CH:4][CH:3]=1. The catalyst class is: 6. (6) Reactant: [Cl:1][C:2]1[C:6]([Cl:7])=[C:5]([CH3:8])[NH:4][C:3]=1[C:9]([NH:11][C@@H:12]1[CH2:17][CH2:16][N:15](C(OCC)=O)[CH2:14][C@@H:13]1[O:23][CH2:24][CH3:25])=[O:10].[OH-].[K+].O.NN.O. Product: [Cl:1][C:2]1[C:6]([Cl:7])=[C:5]([CH3:8])[NH:4][C:3]=1[C:9]([NH:11][C@@H:12]1[CH2:17][CH2:16][NH:15][CH2:14][C@@H:13]1[O:23][CH2:24][CH3:25])=[O:10]. The catalyst class is: 196. (7) Reactant: Cl[C:2]1[CH:7]=[CH:6][C:5]([N+:8]([O-:10])=[O:9])=[CH:4][N:3]=1.[C:11]([C:16]1[CH:21]=[CH:20][C:19]([OH:22])=[CH:18][CH:17]=1)([CH2:14][CH3:15])([CH3:13])[CH3:12].C([O-])([O-])=O.[K+].[K+]. Product: [N+:8]([C:5]1[CH:6]=[CH:7][C:2]([O:22][C:19]2[CH:20]=[CH:21][C:16]([C:11]([CH2:14][CH3:15])([CH3:12])[CH3:13])=[CH:17][CH:18]=2)=[N:3][CH:4]=1)([O-:10])=[O:9]. The catalyst class is: 16. (8) Reactant: [Cl:1][C:2]1[CH:7]=[CH:6][C:5]([CH2:8]Cl)=[CH:4][N:3]=1.[OH:10][C@@H:11]1[CH2:15][CH2:14][NH:13][CH2:12]1.C(=O)([O-])[O-].[K+].[K+]. Product: [Cl:1][C:2]1[N:3]=[CH:4][C:5]([CH2:8][N:13]2[CH2:14][CH2:15][C@@H:11]([OH:10])[CH2:12]2)=[CH:6][CH:7]=1. The catalyst class is: 10. (9) Reactant: [O:1]=[C:2](Cl)OC(Cl)(Cl)Cl.C1(C)C=CC=CC=1.O1CCCC1.[F:21][C:22]1[CH:27]=[C:26]([I:28])[CH:25]=[CH:24][C:23]=1[NH:29][C:30](=[O:56])[C@@H:31]([NH:37][C:38](=[O:55])[C@H:39]([NH2:54])[C:40]1[CH:45]=[CH:44][C:43]([O:46][CH2:47][CH2:48][O:49][C:50]([CH3:53])([CH3:52])[CH3:51])=[CH:42][CH:41]=1)[CH2:32][C:33]([CH3:36])([CH3:35])[CH3:34].C(N(CC)C(C)C)(C)C. Product: [F:21][C:22]1[CH:27]=[C:26]([I:28])[CH:25]=[CH:24][C:23]=1[NH:29][C:30](=[O:56])[C@@H:31]([N:37]1[C:38](=[O:55])[C@@H:39]([C:40]2[CH:41]=[CH:42][C:43]([O:46][CH2:47][CH2:48][O:49][C:50]([CH3:53])([CH3:52])[CH3:51])=[CH:44][CH:45]=2)[NH:54][C:2]1=[O:1])[CH2:32][C:33]([CH3:36])([CH3:35])[CH3:34]. The catalyst class is: 30. (10) Reactant: [CH3:1][O:2][C:3]([C:5]1[N:6]=[CH:7][NH:8][CH:9]=1)=[O:4].[CH3:10][Si:11]([CH3:18])([CH3:17])[CH2:12][CH2:13][O:14][CH2:15]Cl.C([O-])([O-])=O.[K+].[K+].CN(C=O)C. Product: [CH3:1][O:2][C:3]([C:5]1[N:6]=[CH:7][N:8]([CH2:15][O:14][CH2:13][CH2:12][Si:11]([CH3:18])([CH3:17])[CH3:10])[CH:9]=1)=[O:4]. The catalyst class is: 25.